From a dataset of Full USPTO retrosynthesis dataset with 1.9M reactions from patents (1976-2016). Predict the reactants needed to synthesize the given product. (1) Given the product [CH3:24][O:23][C:20]1[CH:21]=[CH:22][C:17]([C:8]2[C:7]3[C:2]([NH:25][C:26]4[CH:27]=[C:28]([CH:35]=[CH:36][CH:37]=4)[O:29][CH2:30][C:31]([O:33][CH3:34])=[O:32])=[N:3][CH:4]=[CH:5][C:6]=3[O:10][C:9]=2[C:11]2[CH:16]=[CH:15][CH:14]=[CH:13][CH:12]=2)=[CH:18][CH:19]=1, predict the reactants needed to synthesize it. The reactants are: Cl[C:2]1[C:7]2[C:8]([C:17]3[CH:22]=[CH:21][C:20]([O:23][CH3:24])=[CH:19][CH:18]=3)=[C:9]([C:11]3[CH:16]=[CH:15][CH:14]=[CH:13][CH:12]=3)[O:10][C:6]=2[CH:5]=[CH:4][N:3]=1.[NH2:25][C:26]1[CH:27]=[C:28]([CH:35]=[CH:36][CH:37]=1)[O:29][CH2:30][C:31]([O:33][CH3:34])=[O:32].C(N(CC)CC)C. (2) Given the product [F:33][C:9]1[CH:8]=[C:7]([C:40]2[CH:39]=[N:38][N:37]([CH3:36])[CH:41]=2)[CH:12]=[CH:11][C:10]=1[N:13]1[CH:18]=[C:17]([O:19][CH3:20])[C:16](=[O:21])[C:15]([C:22]2[N:26]([C:27]3[CH:32]=[CH:31][CH:30]=[CH:29][CH:28]=3)[N:25]=[CH:24][CH:23]=2)=[N:14]1, predict the reactants needed to synthesize it. The reactants are: FC(F)(F)S(O[C:7]1[CH:12]=[CH:11][C:10]([N:13]2[CH:18]=[C:17]([O:19][CH3:20])[C:16](=[O:21])[C:15]([C:22]3[N:26]([C:27]4[CH:32]=[CH:31][CH:30]=[CH:29][CH:28]=4)[N:25]=[CH:24][CH:23]=3)=[N:14]2)=[C:9]([F:33])[CH:8]=1)(=O)=O.[CH3:36][N:37]1[CH:41]=[C:40](B2OC(C)(C)C(C)(C)O2)[CH:39]=[N:38]1.C([O-])([O-])=O.[Na+].[Na+].COCCOC. (3) Given the product [Br:1][C:2]1[CH:9]=[C:6]([CH:7]([OH:8])[C:11]([F:13])([F:12])[F:10])[CH:5]=[N:4][CH:3]=1, predict the reactants needed to synthesize it. The reactants are: [Br:1][C:2]1[CH:3]=[N:4][CH:5]=[C:6]([CH:9]=1)[CH:7]=[O:8].[F:10][C:11]([Si](C)(C)C)([F:13])[F:12].[F-].C([N+](CCCC)(CCCC)CCCC)CCC. (4) The reactants are: [CH3:1][C@H:2]1[CH2:7][CH2:6][C@H:5]([C:8]([OH:10])=O)[CH2:4][CH2:3]1.CN([C:14]([O:18][N:19]1N=NC2C=CC=N[C:20]1=2)=[N+](C)C)C.F[P-](F)(F)(F)(F)F.CCN(C(C)C)C(C)C.Cl.CNOC. Given the product [CH3:14][O:18][N:19]([CH3:20])[C:8]([C@H:5]1[CH2:6][CH2:7][C@H:2]([CH3:1])[CH2:3][CH2:4]1)=[O:10], predict the reactants needed to synthesize it. (5) Given the product [C:1]([C:5]1[Se:9][C:8]([C:10]([NH2:11])=[O:13])=[C:7]([OH:12])[CH:6]=1)([CH3:4])([CH3:2])[CH3:3], predict the reactants needed to synthesize it. The reactants are: [C:1]([C:5]1[Se:9][C:8]([C:10]#[N:11])=[C:7]([OH:12])[CH:6]=1)([CH3:4])([CH3:3])[CH3:2].[OH:13]S(O)(=O)=O. (6) Given the product [Si:14]([O:21][N:22]=[C:23]1[C:31]2[C:26](=[CH:27][C:28]([C:2]3[C:10]4[C:5](=[CH:6][N:7]=[CH:8][CH:9]=4)[O:4][C:3]=3[C:11]([O:13][CH2:33][CH3:34])=[O:12])=[CH:29][CH:30]=2)[CH2:25][CH2:24]1)([C:17]([CH3:20])([CH3:19])[CH3:18])([CH3:16])[CH3:15], predict the reactants needed to synthesize it. The reactants are: N[C:2]1[C:10]2[C:5](=[CH:6][N:7]=[CH:8][CH:9]=2)[O:4][C:3]=1[C:11]([O-:13])=[O:12].[Si:14]([O:21][N:22]=[C:23]1[C:31]2[C:26](=[CH:27][C:28](Br)=[CH:29][CH:30]=2)[CH2:25][CH2:24]1)([C:17]([CH3:20])([CH3:19])[CH3:18])([CH3:16])[CH3:15].[CH3:33][CH:34](C1C=C(C(C)C)C(C2C=CC=CC=2P(C2CCCCC2)C2CCCCC2)=C(C(C)C)C=1)C.C([O-])([O-])=O.[Cs+].[Cs+]. (7) Given the product [CH:3]1([CH2:9][N:10]2[C:18]3[C:13](=[CH:14][CH:15]=[CH:16][C:17]=3[O:19][CH2:31][CH2:32][F:33])[C:12]([C:20]([N:22]3[CH2:23][CH2:24][N:25]([CH2:28][CH3:29])[CH2:26][CH2:27]3)=[O:21])=[CH:11]2)[CH2:8][CH2:7][CH2:6][CH2:5][CH2:4]1, predict the reactants needed to synthesize it. The reactants are: [H-].[Na+].[CH:3]1([CH2:9][N:10]2[C:18]3[C:13](=[CH:14][CH:15]=[CH:16][C:17]=3[OH:19])[C:12]([C:20]([N:22]3[CH2:27][CH2:26][N:25]([CH2:28][CH3:29])[CH2:24][CH2:23]3)=[O:21])=[CH:11]2)[CH2:8][CH2:7][CH2:6][CH2:5][CH2:4]1.Br[CH2:31][CH2:32][F:33]. (8) Given the product [CH2:1]([O:3][C:4]([C:5]1[CH:10]=[C:9]([OH:11])[C:8]2[O:12][CH2:15][O:13][C:7]=2[CH:6]=1)=[O:14])[CH3:2], predict the reactants needed to synthesize it. The reactants are: [CH2:1]([O:3][C:4](=[O:14])[C:5]1[CH:10]=[C:9]([OH:11])[C:8]([OH:12])=[C:7]([OH:13])[CH:6]=1)[CH3:2].[C:15](=O)([O-])[O-].[K+].[K+].BrCBr.